This data is from NCI-60 drug combinations with 297,098 pairs across 59 cell lines. The task is: Regression. Given two drug SMILES strings and cell line genomic features, predict the synergy score measuring deviation from expected non-interaction effect. (1) Drug 1: C1CC(=O)NC(=O)C1N2CC3=C(C2=O)C=CC=C3N. Drug 2: C1=CC(=CC=C1CC(C(=O)O)N)N(CCCl)CCCl.Cl. Cell line: SK-OV-3. Synergy scores: CSS=22.4, Synergy_ZIP=-0.988, Synergy_Bliss=8.23, Synergy_Loewe=7.31, Synergy_HSA=7.35. (2) Drug 2: CC1=C2C(C(=O)C3(C(CC4C(C3C(C(C2(C)C)(CC1OC(=O)C(C(C5=CC=CC=C5)NC(=O)C6=CC=CC=C6)O)O)OC(=O)C7=CC=CC=C7)(CO4)OC(=O)C)O)C)OC(=O)C. Synergy scores: CSS=15.4, Synergy_ZIP=-6.73, Synergy_Bliss=-3.31, Synergy_Loewe=0.108, Synergy_HSA=0.179. Drug 1: COC1=CC(=CC(=C1O)OC)C2C3C(COC3=O)C(C4=CC5=C(C=C24)OCO5)OC6C(C(C7C(O6)COC(O7)C8=CC=CS8)O)O. Cell line: UO-31. (3) Cell line: SN12C. Drug 1: CN(CC1=CN=C2C(=N1)C(=NC(=N2)N)N)C3=CC=C(C=C3)C(=O)NC(CCC(=O)O)C(=O)O. Drug 2: CC1=CC=C(C=C1)C2=CC(=NN2C3=CC=C(C=C3)S(=O)(=O)N)C(F)(F)F. Synergy scores: CSS=24.1, Synergy_ZIP=2.15, Synergy_Bliss=3.79, Synergy_Loewe=-20.7, Synergy_HSA=2.76. (4) Drug 1: CC1=CC=C(C=C1)C2=CC(=NN2C3=CC=C(C=C3)S(=O)(=O)N)C(F)(F)F. Drug 2: COC1=C2C(=CC3=C1OC=C3)C=CC(=O)O2. Cell line: RPMI-8226. Synergy scores: CSS=-2.75, Synergy_ZIP=-1.78, Synergy_Bliss=-6.91, Synergy_Loewe=-3.06, Synergy_HSA=-4.69.